This data is from Forward reaction prediction with 1.9M reactions from USPTO patents (1976-2016). The task is: Predict the product of the given reaction. (1) Given the reactants Cl[C:2]1[S:3][C:4]([C:7]#[N:8])=[CH:5][N:6]=1.[C:9]([NH:16][C:17]1[CH:22]=[CH:21][C:20]([OH:23])=[CH:19][CH:18]=1)([O:11][C:12]([CH3:15])([CH3:14])[CH3:13])=[O:10].C([O-])([O-])=O.[K+].[K+].O, predict the reaction product. The product is: [C:7]([C:4]1[S:3][C:2]([O:23][C:20]2[CH:19]=[CH:18][C:17]([NH:16][C:9](=[O:10])[O:11][C:12]([CH3:14])([CH3:13])[CH3:15])=[CH:22][CH:21]=2)=[N:6][CH:5]=1)#[N:8]. (2) Given the reactants [O:1]=[C:2]1[NH:7][CH2:6][CH2:5][N:4]([C:8]([O:10][C:11]([CH3:14])([CH3:13])[CH3:12])=[O:9])[CH2:3]1.[H-].[Na+].CS(O[CH2:22][CH2:23][C:24]1[C:25]([CH3:40])=[N:26][N:27]([CH3:39])[C:28]=1[N:29]1[C:37]2[C:32](=[CH:33][C:34]([Cl:38])=[CH:35][CH:36]=2)[CH:31]=[CH:30]1)(=O)=O.O, predict the reaction product. The product is: [Cl:38][C:34]1[CH:33]=[C:32]2[C:37](=[CH:36][CH:35]=1)[N:29]([C:28]1[N:27]([CH3:39])[N:26]=[C:25]([CH3:40])[C:24]=1[CH2:23][CH2:22][N:7]1[CH2:6][CH2:5][N:4]([C:8]([O:10][C:11]([CH3:14])([CH3:13])[CH3:12])=[O:9])[CH2:3][C:2]1=[O:1])[CH:30]=[CH:31]2. (3) Given the reactants I[C:2]1[CH:19]=[CH:18][C:5]2[N:6]([CH2:11][CH2:12][N:13]3[CH2:17][CH2:16][CH2:15][CH2:14]3)[C:7](=[O:10])[N:8]([CH3:9])[C:4]=2[CH:3]=1.[Cl:20][C:21]1[CH:26]=[CH:25][C:24]([C:27]2[CH:28]=[CH:29][C:30]([C:33]#[CH:34])=[N:31][CH:32]=2)=[CH:23][CH:22]=1, predict the reaction product. The product is: [Cl:20][C:21]1[CH:22]=[CH:23][C:24]([C:27]2[CH:28]=[CH:29][C:30]([C:33]#[C:34][C:2]3[CH:19]=[CH:18][C:5]4[N:6]([CH2:11][CH2:12][N:13]5[CH2:17][CH2:16][CH2:15][CH2:14]5)[C:7](=[O:10])[N:8]([CH3:9])[C:4]=4[CH:3]=3)=[N:31][CH:32]=2)=[CH:25][CH:26]=1. (4) The product is: [O:1]1[CH2:2][C:3](=[CH:25][C:26]([O:28][CH2:29][C:30]2[CH:35]=[CH:34][CH:33]=[CH:32][CH:31]=2)=[O:27])[CH2:4]1. Given the reactants [O:1]1[CH2:4][C:3](=O)[CH2:2]1.C1(P(=[CH:25][C:26]([O:28][CH2:29][C:30]2[CH:35]=[CH:34][CH:33]=[CH:32][CH:31]=2)=[O:27])(C2C=CC=CC=2)C2C=CC=CC=2)C=CC=CC=1, predict the reaction product.